Dataset: Full USPTO retrosynthesis dataset with 1.9M reactions from patents (1976-2016). Task: Predict the reactants needed to synthesize the given product. (1) The reactants are: C[O:2][C:3](=[O:17])[CH2:4][C:5]1[CH:10]=[CH:9][C:8]([O:11][CH3:12])=[CH:7][C:6]=1[NH:13][C:14](=[O:16])[CH3:15].[OH-].[Na+]. Given the product [C:14]([NH:13][C:6]1[CH:7]=[C:8]([O:11][CH3:12])[CH:9]=[CH:10][C:5]=1[CH2:4][C:3]([OH:17])=[O:2])(=[O:16])[CH3:15], predict the reactants needed to synthesize it. (2) Given the product [C:4]([O:8][C:9]([NH:11][C:12]1([C:42]([OH:44])=[O:43])[CH2:17][CH2:16][N:15]([C:18]([C:20]2[CH:21]=[N:22][N:23]3[CH:28]=[CH:27][C:26]([N:29]4[CH2:33][CH2:32][CH2:31][C@@H:30]4[C:34]4[CH:39]=[C:38]([F:40])[CH:37]=[CH:36][C:35]=4[F:41])=[CH:25][C:24]=23)=[O:19])[CH2:14][CH2:13]1)=[O:10])([CH3:7])([CH3:5])[CH3:6], predict the reactants needed to synthesize it. The reactants are: O[Li].O.[C:4]([O:8][C:9]([NH:11][C:12]1([C:42]([O:44]C)=[O:43])[CH2:17][CH2:16][N:15]([C:18]([C:20]2[CH:21]=[N:22][N:23]3[CH:28]=[CH:27][C:26]([N:29]4[CH2:33][CH2:32][CH2:31][C@@H:30]4[C:34]4[CH:39]=[C:38]([F:40])[CH:37]=[CH:36][C:35]=4[F:41])=[CH:25][C:24]=23)=[O:19])[CH2:14][CH2:13]1)=[O:10])([CH3:7])([CH3:6])[CH3:5].Cl. (3) Given the product [C:1]([O:5][C:6]([N:8]1[CH2:9][CH2:10][CH:11]([CH2:14]/[CH:15]=[CH:16]\[C:17](=[O:24])[C:18]2[CH:23]=[CH:22][N:21]=[CH:20][CH:19]=2)[CH2:12][CH2:13]1)=[O:7])([CH3:4])([CH3:2])[CH3:3], predict the reactants needed to synthesize it. The reactants are: [C:1]([O:5][C:6]([N:8]1[CH2:13][CH2:12][CH:11]([CH2:14][CH:15](O)[CH2:16][C:17](=[O:24])[C:18]2[CH:23]=[CH:22][N:21]=[CH:20][CH:19]=2)[CH2:10][CH2:9]1)=[O:7])([CH3:4])([CH3:3])[CH3:2].CCN(CC)CC.CS(Cl)(=O)=O. (4) Given the product [P:42]([O:54][CH2:55][N:20]1[C:19]([C:9]2[CH:10]=[CH:11][C:12]([C:15]([F:16])([F:18])[F:17])=[C:13]([F:14])[C:8]=2[F:7])=[CH:23][S:22][C:21]1=[N:24][C:25](=[O:41])[CH2:26][C:27]1[C:35]2[C:34](=[O:36])[N:33]([CH3:37])[C:32](=[O:38])[N:31]([CH3:39])[C:30]=2[O:29][C:28]=1[CH3:40])([O:44][C:45]([CH3:48])([CH3:47])[CH3:46])([O:49][C:50]([CH3:51])([CH3:52])[CH3:53])=[O:43], predict the reactants needed to synthesize it. The reactants are: P([O-])([O-])([O-])=O.[Na].[F:7][C:8]1[C:13]([F:14])=[C:12]([C:15]([F:18])([F:17])[F:16])[CH:11]=[CH:10][C:9]=1[C:19]1[N:20]=[C:21]([NH:24][C:25](=[O:41])[CH2:26][C:27]2[C:35]3[C:34](=[O:36])[N:33]([CH3:37])[C:32](=[O:38])[N:31]([CH3:39])[C:30]=3[O:29][C:28]=2[CH3:40])[S:22][CH:23]=1.[P:42]([O:54][CH2:55]Cl)([O:49][C:50]([CH3:53])([CH3:52])[CH3:51])([O:44][C:45]([CH3:48])([CH3:47])[CH3:46])=[O:43].[I-].[Na+]. (5) Given the product [OH:24][C:20]1[CH:19]=[C:18]([C:16]2[CH:17]=[C:12]([NH:11][CH2:10][C:6]3[CH:5]=[C:4]([CH:9]=[CH:8][CH:7]=3)[C:3]([NH2:26])=[O:2])[CH:13]=[N:14][CH:15]=2)[CH:23]=[CH:22][CH:21]=1, predict the reactants needed to synthesize it. The reactants are: C[O:2][C:3](=O)[C:4]1[CH:9]=[CH:8][CH:7]=[C:6]([CH2:10][NH:11][C:12]2[CH:13]=[N:14][CH:15]=[C:16]([C:18]3[CH:23]=[CH:22][CH:21]=[C:20]([OH:24])[CH:19]=3)[CH:17]=2)[CH:5]=1.[NH3:26].